From a dataset of Reaction yield outcomes from USPTO patents with 853,638 reactions. Predict the reaction yield, written as a fraction of the theoretical maximum amount of product (1.0 means a 100% yield; for example, 0.34 means a 34% yield). (1) The reactants are [CH2:1]([C:3]1[C:11]([CH3:12])=[C:10]2[C:6]([C:7](=[O:13])[O:8][CH2:9]2)=[C:5]([O:14][CH2:15][CH2:16][Si:17]([CH3:20])([CH3:19])[CH3:18])[C:4]=1CC=O)[CH3:2].C1(P(C2C=CC=CC=2)(C2C=CC=CC=2)=C(CC)C=[O:33])C=CC=CC=1.[C:48]1([CH3:54])[CH:53]=[CH:52]C=[CH:50][CH:49]=1. The product is [CH2:49]([C:48](=[CH:53][CH2:52][C:4]1[C:5]([O:14][CH2:15][CH2:16][Si:17]([CH3:18])([CH3:20])[CH3:19])=[C:6]2[C:10](=[C:11]([CH3:12])[C:3]=1[CH2:1][CH3:2])[CH2:9][O:8][C:7]2=[O:13])[CH:54]=[O:33])[CH3:50]. The yield is 0.480. No catalyst specified. (2) The reactants are C(OC([N:8]1[CH2:12][CH2:11][CH2:10][CH:9]1[CH2:13][O:14][C:15]1[CH:20]=[CH:19][C:18]([C:21](=O)[CH2:22][C:23]2[CH:28]=[CH:27][CH:26]=[CH:25][CH:24]=2)=[CH:17][CH:16]=1)=O)(C)(C)C.C([SiH](CC)CC)C.[OH-].[Na+]. The catalyst is C(O)(C(F)(F)F)=O. The product is [CH2:21]([C:18]1[CH:19]=[CH:20][C:15]([O:14][CH2:13][C@H:9]2[CH2:10][CH2:11][CH2:12][NH:8]2)=[CH:16][CH:17]=1)[CH2:22][C:23]1[CH:24]=[CH:25][CH:26]=[CH:27][CH:28]=1. The yield is 0.820.